This data is from Reaction yield outcomes from USPTO patents with 853,638 reactions. The task is: Predict the reaction yield, written as a fraction of the theoretical maximum amount of product (1.0 means a 100% yield; for example, 0.34 means a 34% yield). (1) The reactants are [Cl:1][C:2]1[CH:7]=[C:6]([Cl:8])[CH:5]=[CH:4][C:3]=1[C:9]1[CH:13]=[C:12]([OH:14])[N:11]([CH3:15])[N:10]=1.C(=O)([O-])[O-].[K+].[K+].Cl[CH:23]([F:25])[F:24].O. The catalyst is CC(N(C)C)=O. The product is [Cl:1][C:2]1[CH:7]=[C:6]([Cl:8])[CH:5]=[CH:4][C:3]=1[C:9]1[CH:13]=[C:12]([O:14][CH:23]([F:25])[F:24])[N:11]([CH3:15])[N:10]=1. The yield is 0.502. (2) The reactants are [CH:1]([N:4]1[CH2:9][CH2:8][N:7]([C:10]([C@H:12]2[CH2:17][CH2:16][C@H:15]([NH:18][S:19]([C:22]3[CH:27]=[CH:26][CH:25]=[CH:24][C:23]=3[CH3:28])(=[O:21])=[O:20])[CH2:14][CH2:13]2)=[O:11])[CH2:6][CH2:5]1)([CH3:3])[CH3:2].[C:29](C=P(CCCC)(CCCC)CCCC)#N.CO. The catalyst is C1(C)C=CC=CC=1. The product is [CH:1]([N:4]1[CH2:5][CH2:6][N:7]([C:10]([C@H:12]2[CH2:17][CH2:16][C@H:15]([N:18]([CH3:29])[S:19]([C:22]3[CH:27]=[CH:26][CH:25]=[CH:24][C:23]=3[CH3:28])(=[O:21])=[O:20])[CH2:14][CH2:13]2)=[O:11])[CH2:8][CH2:9]1)([CH3:3])[CH3:2]. The yield is 0.290. (3) The reactants are [O:1]=[C:2]1[C:11]2[C:6](=[CH:7][CH:8]=[CH:9][CH:10]=2)[NH:5][CH:4]=[C:3]1[C:12]([NH:14][C:15]1[CH:23]=[C:22]2[C:18]([CH:19]=[CH:20][NH:21]2)=[CH:17][C:16]=1[C:24](O)=[O:25])=[O:13].CN(C(ON1N=NC2C=CC=NC1=2)=[N+](C)C)C.F[P-](F)(F)(F)(F)F.CCN(C(C)C)C(C)C.[CH2:60]([NH2:64])[CH:61]([CH3:63])[CH3:62]. The catalyst is CN(C=O)C. The product is [CH2:60]([NH:64][C:24]([C:16]1[CH:17]=[C:18]2[C:22](=[CH:23][C:15]=1[NH:14][C:12]([C:3]1[C:2](=[O:1])[C:11]3[C:6](=[CH:7][CH:8]=[CH:9][CH:10]=3)[NH:5][CH:4]=1)=[O:13])[NH:21][CH:20]=[CH:19]2)=[O:25])[CH:61]([CH3:63])[CH3:62]. The yield is 0.660. (4) The reactants are [O:1]=[C:2]([C:8]1[CH:13]=[CH:12][CH:11]=[CH:10][CH:9]=1)[CH2:3][NH:4][C:5](=[O:7])[CH3:6].[C:14]([O-])(O)=[O:15].[Na+].C=O.[Na+].[Cl-]. The catalyst is CCO. The product is [OH:15][CH2:14][CH:3]([NH:4][C:5](=[O:7])[CH3:6])[C:2](=[O:1])[C:8]1[CH:13]=[CH:12][CH:11]=[CH:10][CH:9]=1. The yield is 0.720. (5) The reactants are [NH:1]1[CH2:6][CH2:5][N:4]([C:7]2[CH:8]=[N:9][CH:10]=[CH:11][CH:12]=2)[CH2:3][CH2:2]1.[C:13](O[C:13]([O:15][C:16]([CH3:19])([CH3:18])[CH3:17])=[O:14])([O:15][C:16]([CH3:19])([CH3:18])[CH3:17])=[O:14]. The catalyst is ClCCl. The product is [N:9]1[CH:10]=[CH:11][CH:12]=[C:7]([N:4]2[CH2:5][CH2:6][N:1]([C:13]([O:15][C:16]([CH3:19])([CH3:18])[CH3:17])=[O:14])[CH2:2][CH2:3]2)[CH:8]=1. The yield is 0.990. (6) The reactants are [CH3:1][O:2][CH2:3][CH2:4][OH:5].F[C:7]1[CH:12]=[CH:11][CH:10]=[CH:9][C:8]=1[N+:13]([O-:15])=[O:14].[CH3:16][O:17][CH2:18][CH2:19][O:20][C:21]1[CH:27]=[CH:26][CH:25]=[CH:24][C:22]=1[NH2:23].[NH2:28][C:29]1[S:30][CH:31]=[CH:32][N:33]=1. No catalyst specified. The product is [CH3:1][O:2][CH2:3][CH2:4][O:5][C:7]1[CH:12]=[CH:11][CH:10]=[CH:9][C:8]=1[N+:13]([O-:15])=[O:14].[CH3:16][O:17][CH2:18][CH2:19][O:20][C:21]1[CH:27]=[CH:26][CH:25]=[CH:24][C:22]=1[NH:23][C:4]([NH:28][C:29]1[S:30][CH:31]=[CH:32][N:33]=1)=[O:5]. The yield is 0.640. (7) The reactants are [Cl:1][C:2]1[NH:10][C:9]2[C:8](=[O:11])[N:7]([CH2:12][CH2:13][CH2:14][CH2:15][C:16]([OH:18])=O)[C:6](=[O:19])[N:5]([CH2:20][CH2:21][CH2:22][CH2:23][CH3:24])[C:4]=2[N:3]=1.C1N=CN(C(N2C=NC=C2)=O)C=1.[CH2:37]([C:39]1[CH:40]=[C:41]([CH2:45][NH2:46])[CH:42]=[CH:43][CH:44]=1)[CH3:38]. The catalyst is C(Cl)Cl. The product is [Cl:1][C:2]1[NH:10][C:9]2[C:8](=[O:11])[N:7]([CH2:12][CH2:13][CH2:14][CH2:15][C:16]([NH:46][CH2:45][C:41]3[CH:42]=[CH:43][CH:44]=[C:39]([CH2:37][CH3:38])[CH:40]=3)=[O:18])[C:6](=[O:19])[N:5]([CH2:20][CH2:21][CH2:22][CH2:23][CH3:24])[C:4]=2[N:3]=1. The yield is 0.920.